Dataset: Forward reaction prediction with 1.9M reactions from USPTO patents (1976-2016). Task: Predict the product of the given reaction. (1) Given the reactants [N+:1]([C:4]1[CH:14]=[CH:13][C:7]([CH:8]=[CH:9][C:10](Cl)=[O:11])=[CH:6][CH:5]=1)([O-:3])=[O:2].[N+:15]([C:18]1[CH:23]=[CH:22][C:21]([OH:24])=[CH:20][CH:19]=1)([O-:17])=[O:16].N1C=CC=CC=1, predict the reaction product. The product is: [N+:15]([C:18]1[CH:23]=[CH:22][C:21]([O:24][C:10](=[O:11])[CH:9]=[CH:8][C:7]2[CH:6]=[CH:5][C:4]([N+:1]([O-:3])=[O:2])=[CH:14][CH:13]=2)=[CH:20][CH:19]=1)([O-:17])=[O:16]. (2) Given the reactants [N-]=[N+]=[N-].[Na+].Br[C:6]1[CH:7]=[CH:8][C:9]([F:32])=[C:10]([C@:12]2([CH3:31])[C@@H:19]3[S:20](=[O:22])(=[O:21])[C@@H:15]([CH2:16][CH2:17][CH2:18]3)[C:14]([NH:23][C:24](=[O:30])[O:25][C:26]([CH3:29])([CH3:28])[CH3:27])=[N:13]2)[CH:11]=1.C[NH:34][C@@H]1CCCC[C@H]1NC.CP(C)C.C1COCC1, predict the reaction product. The product is: [NH2:34][C:6]1[CH:7]=[CH:8][C:9]([F:32])=[C:10]([C@:12]2([CH3:31])[C@@H:19]3[S:20](=[O:22])(=[O:21])[C@@H:15]([CH2:16][CH2:17][CH2:18]3)[C:14]([NH:23][C:24](=[O:30])[O:25][C:26]([CH3:29])([CH3:28])[CH3:27])=[N:13]2)[CH:11]=1. (3) Given the reactants [N:1]1([NH2:7])[CH2:6][CH2:5][O:4][CH2:3][CH2:2]1.Cl[CH2:9][CH2:10][N:11]=[C:12]=[O:13].CC(C)([O-])C.[K+].O, predict the reaction product. The product is: [N:1]1([N:7]2[CH2:9][CH2:10][NH:11][C:12]2=[O:13])[CH2:6][CH2:5][O:4][CH2:3][CH2:2]1. (4) Given the reactants CC(OI1(OC(C)=O)(OC(C)=O)OC(=O)C2C=CC=CC1=2)=O.[F:23][C:24]1[CH:29]=[CH:28][CH:27]=[CH:26][C:25]=1[C:30]1[CH:31]=[N:32][C:33]([N:36]2[C:44]3[C:39](=[CH:40][CH:41]=[C:42]([C:45]([N:47]4[CH2:52][CH2:51][O:50][CH2:49][CH2:48]4)=[O:46])[CH:43]=3)[C:38]([CH:53]([OH:55])[CH3:54])=[CH:37]2)=[N:34][CH:35]=1, predict the reaction product. The product is: [F:23][C:24]1[CH:29]=[CH:28][CH:27]=[CH:26][C:25]=1[C:30]1[CH:35]=[N:34][C:33]([N:36]2[C:44]3[C:39](=[CH:40][CH:41]=[C:42]([C:45]([N:47]4[CH2:48][CH2:49][O:50][CH2:51][CH2:52]4)=[O:46])[CH:43]=3)[C:38]([C:53](=[O:55])[CH3:54])=[CH:37]2)=[N:32][CH:31]=1.